The task is: Predict which catalyst facilitates the given reaction.. This data is from Catalyst prediction with 721,799 reactions and 888 catalyst types from USPTO. (1) Reactant: [Cl:1][C:2]1[CH:8]=[CH:7][C:5]([NH2:6])=[CH:4][CH:3]=1.[Li]CCCC.Cl[C:15]1[N:20]=[C:19]([C:21]2[CH:26]=[CH:25][CH:24]=[CH:23][CH:22]=2)[CH:18]=[C:17]([NH:27][N:28]=[CH:29][C:30]2[CH:35]=[CH:34][C:33]([O:36][C:37]([F:40])([F:39])[F:38])=[CH:32][CH:31]=2)[N:16]=1. Product: [Cl:1][C:2]1[CH:8]=[CH:7][C:5]([NH:6][C:15]2[N:20]=[C:19]([C:21]3[CH:22]=[CH:23][CH:24]=[CH:25][CH:26]=3)[CH:18]=[C:17]([NH:27][N:28]=[CH:29][C:30]3[CH:35]=[CH:34][C:33]([O:36][C:37]([F:38])([F:39])[F:40])=[CH:32][CH:31]=3)[N:16]=2)=[CH:4][CH:3]=1. The catalyst class is: 1. (2) The catalyst class is: 5. Reactant: [C:1](/[C:3](=[C:5]1/[C:6]2[CH:31]=[CH:30][C:29]([F:32])=[CH:28][C:7]=2[O:8][CH2:9][C:10]2[CH:15]=[C:14]([CH2:16][CH:17]([C:23](=O)[CH2:24][CH2:25][CH3:26])[C:18]([O:20]CC)=O)[CH:13]=[CH:12][C:11]/1=2)/[CH3:4])#[N:2].Cl.[C:34](=[NH:37])([NH2:36])[CH3:35].CO.C[O-].[Na+]. Product: [F:32][C:29]1[CH:30]=[CH:31][C:6]2=[C:7]([CH:28]=1)[O:8][CH2:9][C:10]1[CH:15]=[C:14]([CH2:16][C:17]3[C:18](=[O:20])[NH:37][C:34]([CH3:35])=[N:36][C:23]=3[CH2:24][CH2:25][CH3:26])[CH:13]=[CH:12][C:11]=1/[C:5]/2=[C:3](/[CH3:4])\[C:1]#[N:2]. (3) Reactant: [Cl:1][C:2]1[C:3]([C:8]2([O:18][CH3:19])[CH2:17][CH2:16][C:11]3(OCC[O:12]3)[CH2:10][CH2:9]2)=[N:4][CH:5]=[CH:6][CH:7]=1.Cl. Product: [Cl:1][C:2]1[C:3]([C:8]2([O:18][CH3:19])[CH2:9][CH2:10][C:11](=[O:12])[CH2:16][CH2:17]2)=[N:4][CH:5]=[CH:6][CH:7]=1. The catalyst class is: 12. (4) Reactant: Cl[C:2]1[N:7]=[C:6]([NH:8][C@@H:9]2[CH2:14][CH2:13][CH2:12][CH2:11][C@H:10]2[NH:15][S:16]([CH3:19])(=[O:18])=[O:17])[C:5]([Cl:20])=[CH:4][N:3]=1.[NH2:21][C:22]1[C:23]([O:35][CH3:36])=[CH:24][C:25]2[N:31]([CH3:32])[C:30](=[O:33])[O:29][CH2:28][CH2:27][C:26]=2[CH:34]=1.C(O)(C)C. Product: [Cl:20][C:5]1[C:6]([NH:8][C@@H:9]2[CH2:14][CH2:13][CH2:12][CH2:11][C@H:10]2[NH:15][S:16]([CH3:19])(=[O:18])=[O:17])=[N:7][C:2]([NH:21][C:22]2[C:23]([O:35][CH3:36])=[CH:24][C:25]3[N:31]([CH3:32])[C:30](=[O:33])[O:29][CH2:28][CH2:27][C:26]=3[CH:34]=2)=[N:3][CH:4]=1. The catalyst class is: 89. (5) Reactant: Br[C:2]1[N:3]=[CH:4][C:5]([NH:21][CH3:22])=[N:6][C:7]=1[C:8]1[CH:13]=[CH:12][C:11]([O:14][C:15]([F:18])([F:17])[F:16])=[CH:10][C:9]=1[O:19][CH3:20].[CH3:23]B(O)O.C([O-])([O-])=O.[Na+].[Na+]. Product: [CH3:20][O:19][C:9]1[CH:10]=[C:11]([O:14][C:15]([F:18])([F:17])[F:16])[CH:12]=[CH:13][C:8]=1[C:7]1[N:6]=[C:5]([NH:21][CH3:22])[CH:4]=[N:3][C:2]=1[CH3:23]. The catalyst class is: 109. (6) Reactant: [Cl:1][C:2]1[CH:3]=[C:4]([C:15](=O)[CH2:16][CH2:17][C:18]([OH:20])=O)[CH:5]=[CH:6][C:7]=1[O:8][CH2:9][C:10]([O:12][CH2:13][CH3:14])=[O:11].O.[NH2:23][NH2:24].C(OCC)(=O)C. Product: [Cl:1][C:2]1[CH:3]=[C:4]([C:15]2[CH2:16][CH2:17][C:18](=[O:20])[NH:23][N:24]=2)[CH:5]=[CH:6][C:7]=1[O:8][CH2:9][C:10]([O:12][CH2:13][CH3:14])=[O:11]. The catalyst class is: 8. (7) Product: [CH3:8][C:9]1([CH3:34])[C:18]2[C:13](=[C:14]([C:19]([NH:7][S:4]([CH3:3])(=[O:6])=[O:5])=[O:20])[CH:15]=[CH:16][CH:17]=2)[NH:12][CH:11]([C:22]2[CH:27]=[CH:26][CH:25]=[C:24]([N:28]3[CH2:33][CH2:32][O:31][CH2:30][CH2:29]3)[CH:23]=2)[CH2:10]1. Reactant: [H-].[Na+].[CH3:3][S:4]([NH2:7])(=[O:6])=[O:5].[CH3:8][C:9]1([CH3:34])[C:18]2[C:13](=[C:14]([C:19](O)=[O:20])[CH:15]=[CH:16][CH:17]=2)[NH:12][CH:11]([C:22]2[CH:27]=[CH:26][CH:25]=[C:24]([N:28]3[CH2:33][CH2:32][O:31][CH2:30][CH2:29]3)[CH:23]=2)[CH2:10]1.C(N1C=CN=C1)(N1C=CN=C1)=O. The catalyst class is: 35. (8) Reactant: [Br:1][C:2]1[C:3]([OH:10])=[C:4]([CH:7]=[CH:8][CH:9]=1)[CH:5]=[O:6].[C:11](=O)([O-])[O-].[K+].[K+].IC.Cl. Product: [Br:1][C:2]1[C:3]([O:10][CH3:11])=[C:4]([CH:7]=[CH:8][CH:9]=1)[CH:5]=[O:6]. The catalyst class is: 3.